This data is from Catalyst prediction with 721,799 reactions and 888 catalyst types from USPTO. The task is: Predict which catalyst facilitates the given reaction. Reactant: [OH:1][C:2]1[C:3]([C:12]([O:14]C)=O)=[N:4][CH:5]=[C:6]2[C:11]=1[N:10]=[CH:9][CH:8]=[CH:7]2.[N:16]1[CH:21]=[CH:20][CH:19]=[CH:18][C:17]=1[CH2:22][NH2:23]. Product: [OH:1][C:2]1[C:3]([C:12]([NH:23][CH2:22][C:17]2[CH:18]=[CH:19][CH:20]=[CH:21][N:16]=2)=[O:14])=[N:4][CH:5]=[C:6]2[C:11]=1[N:10]=[CH:9][CH:8]=[CH:7]2. The catalyst class is: 11.